This data is from Full USPTO retrosynthesis dataset with 1.9M reactions from patents (1976-2016). The task is: Predict the reactants needed to synthesize the given product. (1) The reactants are: [NH2:1][C:2]1[CH:3]=[C:4]2[C:9](=[CH:10][CH:11]=1)[N:8]([CH2:12][CH2:13][CH:14]1[CH2:16][CH2:15]1)[C:7](=[O:17])[C:6]([C:18]1[NH:23][C:22]3[CH:24]=[CH:25][CH:26]=[CH:27][C:21]=3[S:20](=[O:29])(=[O:28])[N:19]=1)=[C:5]2[OH:30].C([O-])(=O)C.[Na+].C(O)(=O)C.[O:40]1[CH:44]=[CH:43][CH:42]=[C:41]1[CH:45]=O.C([BH3-])#N.[Na+]. Given the product [CH:14]1([CH2:13][CH2:12][N:8]2[C:9]3[C:4](=[CH:3][C:2]([NH:1][CH2:45][C:41]4[O:40][CH:44]=[CH:43][CH:42]=4)=[CH:11][CH:10]=3)[C:5]([OH:30])=[C:6]([C:18]3[NH:23][C:22]4[CH:24]=[CH:25][CH:26]=[CH:27][C:21]=4[S:20](=[O:29])(=[O:28])[N:19]=3)[C:7]2=[O:17])[CH2:16][CH2:15]1, predict the reactants needed to synthesize it. (2) Given the product [N+:1]([C:4]1[CH:9]=[CH:8][C:7]([N:27]2[C:39]3[CH:38]=[CH:37][CH:36]=[CH:35][C:34]=3[C:33]3[C:28]2=[CH:29][CH:30]=[CH:31][CH:32]=3)=[CH:6][C:5]=1[C:10]1[C:19]2[C:14](=[CH:15][CH:16]=[CH:17][CH:18]=2)[CH:13]=[CH:12][CH:11]=1)([O-:3])=[O:2], predict the reactants needed to synthesize it. The reactants are: [N+:1]([C:4]1[CH:9]=[CH:8][CH:7]=[CH:6][C:5]=1[C:10]1[C:19]2[C:14](=[CH:15][CH:16]=[CH:17][CH:18]=2)[CH:13]=[CH:12][CH:11]=1)([O-:3])=[O:2].BrC1C=C([N:27]2[C:39]3[CH:38]=[CH:37][CH:36]=[CH:35][C:34]=3[C:33]3[C:28]2=[CH:29][CH:30]=[CH:31][CH:32]=3)C=CC=1[N+]([O-])=O. (3) Given the product [Cl:1][C:2]1[N:7]=[CH:6][C:5]([O:8][C:10]([CH3:17])([CH3:16])[C:11]([O:13][CH2:14][CH3:15])=[O:12])=[CH:4][CH:3]=1, predict the reactants needed to synthesize it. The reactants are: [Cl:1][C:2]1[N:7]=[CH:6][C:5]([OH:8])=[CH:4][CH:3]=1.Br[C:10]([CH3:17])([CH3:16])[C:11]([O:13][CH2:14][CH3:15])=[O:12]. (4) Given the product [CH:40]12[CH2:41][CH:46]([CH2:47][CH2:42]1)[CH2:45][CH:43]2[C:20]1[CH:21]=[CH:22][CH:23]=[CH:24][C:19]=1[CH:17]([N:4]([CH:1]1[CH2:3][CH2:2]1)[C:5]([C:7]1[C:8]([CH:14]([F:16])[F:15])=[N:9][N:10]([CH3:13])[C:11]=1[F:12])=[O:6])[CH3:18], predict the reactants needed to synthesize it. The reactants are: [CH:1]1([N:4]([CH:17]([C:19]2[CH:24]=[CH:23][CH:22]=[CH:21][C:20]=2I)[CH3:18])[C:5]([C:7]2[C:8]([CH:14]([F:16])[F:15])=[N:9][N:10]([CH3:13])[C:11]=2[F:12])=[O:6])[CH2:3][CH2:2]1.F[B-](F)(F)F.[C:40]([PH+]([C:40]([CH3:43])([CH3:42])[CH3:41])[C:40]([CH3:43])([CH3:42])[CH3:41])([CH3:43])([CH3:42])[CH3:41].O1C[CH2:47][CH2:46][CH2:45]1. (5) Given the product [OH:17][C:13]1[CH:12]=[C:11]([CH2:10][C:9]([NH:8][C:4]2[CH:5]=[N:6][CH:7]=[C:2]([C:31]3[CH:30]=[CH:29][CH:28]=[C:27]([OH:26])[CH:32]=3)[CH:3]=2)=[O:25])[CH:16]=[CH:15][CH:14]=1, predict the reactants needed to synthesize it. The reactants are: Br[C:2]1[CH:3]=[C:4]([NH:8][C:9](=[O:25])[CH2:10][C:11]2[CH:16]=[CH:15][CH:14]=[C:13]([O:17][Si](C(C)(C)C)(C)C)[CH:12]=2)[CH:5]=[N:6][CH:7]=1.[OH:26][C:27]1[CH:28]=[C:29](B(O)O)[CH:30]=[CH:31][CH:32]=1.C([O-])(O)=O.[Na+].C1(P(C2C=CC=CC=2)C2C=CC=CC=2)C=CC=CC=1. (6) Given the product [C:13]([NH:12][C@@H:9]1[CH2:10][CH2:11][C@H:6]([NH:5][C:3](=[O:4])[CH2:2][NH:1][C:24]2[C:23]3[C:28](=[CH:29][CH:30]=[C:21]([C:20]([F:32])([F:33])[F:19])[CH:22]=3)[N:27]=[CH:26][N:25]=2)[C@H:7]([CH2:17][OH:18])[CH2:8]1)([CH3:14])([CH3:15])[CH3:16], predict the reactants needed to synthesize it. The reactants are: [NH2:1][CH2:2][C:3]([NH:5][C@H:6]1[CH2:11][CH2:10][C@@H:9]([NH:12][C:13]([CH3:16])([CH3:15])[CH3:14])[CH2:8][C@H:7]1[CH2:17][OH:18])=[O:4].[F:19][C:20]([F:33])([F:32])[C:21]1[CH:22]=[C:23]2[C:28](=[CH:29][CH:30]=1)[N:27]=[CH:26][N:25]=[C:24]2N.C(N(CC)CC)C. (7) Given the product [CH:1]1([CH2:4][O:5][C:6]2[CH:14]=[CH:13][C:9]3[O:10][CH2:11][O:12][C:8]=3[C:7]=2[C:15]2[C:16]3[NH:23][CH:22]=[C:21]([C:24]([NH:36][C@H:37]([CH2:67][C:68]4[CH:69]=[CH:70][C:71]([O:74][CH2:75][CH3:76])=[CH:72][CH:73]=4)[C:38]([N:40]4[CH2:41][CH2:42][CH:43]([N:46]5[N:55]=[C:54]([C:56]6[CH:61]=[CH:60][C:59]([O:62][CH3:63])=[C:58]([O:64][CH3:65])[CH:57]=6)[C@@H:53]6[C@@H:48]([CH2:49][CH2:50][CH2:51][CH2:52]6)[C:47]5=[O:66])[CH2:44][CH2:45]4)=[O:39])=[O:25])[C:17]=3[N:18]=[CH:19][N:20]=2)[CH2:3][CH2:2]1, predict the reactants needed to synthesize it. The reactants are: [CH:1]1([CH2:4][O:5][C:6]2[CH:14]=[CH:13][C:9]3[O:10][CH2:11][O:12][C:8]=3[C:7]=2[C:15]2[C:16]3[NH:23][CH:22]=[C:21]([C:24](O)=[O:25])[C:17]=3[N:18]=[CH:19][N:20]=2)[CH2:3][CH2:2]1.CCN(C(C)C)C(C)C.[NH2:36][C@H:37]([CH2:67][C:68]1[CH:73]=[CH:72][C:71]([O:74][CH2:75][CH3:76])=[CH:70][CH:69]=1)[C:38]([N:40]1[CH2:45][CH2:44][CH:43]([N:46]2[N:55]=[C:54]([C:56]3[CH:61]=[CH:60][C:59]([O:62][CH3:63])=[C:58]([O:64][CH3:65])[CH:57]=3)[C@@H:53]3[C@@H:48]([CH2:49][CH2:50][CH2:51][CH2:52]3)[C:47]2=[O:66])[CH2:42][CH2:41]1)=[O:39].CCOC(C(C#N)=NOC(N1CCOCC1)=[N+](C)C)=O.F[P-](F)(F)(F)(F)F.C(=O)(O)[O-].[Na+].